Dataset: Reaction yield outcomes from USPTO patents with 853,638 reactions. Task: Predict the reaction yield, written as a fraction of the theoretical maximum amount of product (1.0 means a 100% yield; for example, 0.34 means a 34% yield). The reactants are [C:1]([Si:5]([O:8][CH:9]1[CH2:13][CH:12]=[CH:11][CH2:10]1)([CH3:7])[CH3:6])([CH3:4])([CH3:3])[CH3:2].[N+](=[CH:16][C:17]([O:19][CH2:20][CH3:21])=[O:18])=[N-]. The catalyst is CC([O-])=O.CC([O-])=O.CC([O-])=O.CC([O-])=O.[Rh+2].[Rh+2]. The product is [Si:5]([O:8][CH:9]1[CH2:13][CH:12]2[CH:11]([CH:16]2[C:17]([O:19][CH2:20][CH3:21])=[O:18])[CH2:10]1)([C:1]([CH3:4])([CH3:2])[CH3:3])([CH3:7])[CH3:6]. The yield is 0.730.